Dataset: NCI-60 drug combinations with 297,098 pairs across 59 cell lines. Task: Regression. Given two drug SMILES strings and cell line genomic features, predict the synergy score measuring deviation from expected non-interaction effect. (1) Drug 1: C1=CC(=CC=C1CC(C(=O)O)N)N(CCCl)CCCl.Cl. Drug 2: COC1=C2C(=CC3=C1OC=C3)C=CC(=O)O2. Cell line: DU-145. Synergy scores: CSS=0.741, Synergy_ZIP=0.0710, Synergy_Bliss=-1.09, Synergy_Loewe=-5.30, Synergy_HSA=-3.80. (2) Drug 1: C1=CC(=C2C(=C1NCCNCCO)C(=O)C3=C(C=CC(=C3C2=O)O)O)NCCNCCO. Drug 2: CC(C)(C#N)C1=CC(=CC(=C1)CN2C=NC=N2)C(C)(C)C#N. Cell line: DU-145. Synergy scores: CSS=64.1, Synergy_ZIP=2.32, Synergy_Bliss=3.38, Synergy_Loewe=-12.8, Synergy_HSA=4.12. (3) Drug 1: CS(=O)(=O)CCNCC1=CC=C(O1)C2=CC3=C(C=C2)N=CN=C3NC4=CC(=C(C=C4)OCC5=CC(=CC=C5)F)Cl. Drug 2: CN(C(=O)NC(C=O)C(C(C(CO)O)O)O)N=O. Cell line: 786-0. Synergy scores: CSS=8.20, Synergy_ZIP=-3.46, Synergy_Bliss=-0.184, Synergy_Loewe=-13.8, Synergy_HSA=0.0964. (4) Drug 1: COC1=C(C=C2C(=C1)N=CN=C2NC3=CC(=C(C=C3)F)Cl)OCCCN4CCOCC4. Drug 2: CC12CCC3C(C1CCC2O)C(CC4=C3C=CC(=C4)O)CCCCCCCCCS(=O)CCCC(C(F)(F)F)(F)F. Cell line: NCI/ADR-RES. Synergy scores: CSS=18.7, Synergy_ZIP=-2.96, Synergy_Bliss=-0.953, Synergy_Loewe=-0.575, Synergy_HSA=0.254. (5) Drug 1: C1=NC2=C(N1)C(=S)N=CN2. Drug 2: CN(CCCl)CCCl.Cl. Cell line: 786-0. Synergy scores: CSS=45.6, Synergy_ZIP=-2.26, Synergy_Bliss=-2.14, Synergy_Loewe=-14.7, Synergy_HSA=-2.74. (6) Drug 1: C1=CC(=CC=C1C#N)C(C2=CC=C(C=C2)C#N)N3C=NC=N3. Drug 2: C(CN)CNCCSP(=O)(O)O. Cell line: SW-620. Synergy scores: CSS=-1.09, Synergy_ZIP=1.42, Synergy_Bliss=2.36, Synergy_Loewe=0.860, Synergy_HSA=0.107. (7) Drug 1: COC1=C(C=C2C(=C1)N=CN=C2NC3=CC(=C(C=C3)F)Cl)OCCCN4CCOCC4. Drug 2: CCCCCOC(=O)NC1=NC(=O)N(C=C1F)C2C(C(C(O2)C)O)O. Cell line: NCI-H322M. Synergy scores: CSS=44.4, Synergy_ZIP=2.36, Synergy_Bliss=3.24, Synergy_Loewe=-17.0, Synergy_HSA=2.25. (8) Drug 1: CCC1=C2CN3C(=CC4=C(C3=O)COC(=O)C4(CC)O)C2=NC5=C1C=C(C=C5)O. Drug 2: CCC1(CC2CC(C3=C(CCN(C2)C1)C4=CC=CC=C4N3)(C5=C(C=C6C(=C5)C78CCN9C7C(C=CC9)(C(C(C8N6C)(C(=O)OC)O)OC(=O)C)CC)OC)C(=O)OC)O.OS(=O)(=O)O. Cell line: HCC-2998. Synergy scores: CSS=12.3, Synergy_ZIP=0.490, Synergy_Bliss=3.37, Synergy_Loewe=-29.4, Synergy_HSA=1.32.